From a dataset of Full USPTO retrosynthesis dataset with 1.9M reactions from patents (1976-2016). Predict the reactants needed to synthesize the given product. (1) The reactants are: [O:1]([C:8]1[C:9]([NH:18][C:19]([NH2:21])=[S:20])=[N:10][CH:11]=[C:12]([C:14]([F:17])([F:16])[F:15])[CH:13]=1)[C:2]1[CH:7]=[CH:6][CH:5]=[CH:4][CH:3]=1.C(N(C(C)C)CC)(C)C.Br.[C:32]([N:35]1[CH2:40][CH2:39][CH:38]([C:41](=O)[CH2:42]Br)[CH2:37][CH2:36]1)(=[O:34])[CH3:33]. Given the product [O:1]([C:8]1[C:9]([NH:18][C:19]2[S:20][CH:42]=[C:41]([CH:38]3[CH2:39][CH2:40][N:35]([C:32](=[O:34])[CH3:33])[CH2:36][CH2:37]3)[N:21]=2)=[N:10][CH:11]=[C:12]([C:14]([F:17])([F:15])[F:16])[CH:13]=1)[C:2]1[CH:3]=[CH:4][CH:5]=[CH:6][CH:7]=1, predict the reactants needed to synthesize it. (2) Given the product [CH:1]1([CH2:4][NH:5][C:6](=[O:23])[NH:7][C:8]2[CH:9]=[CH:10][C:11]([C:12]([N:14]([CH:15]3[CH2:19][CH2:18][N:17]([CH2:25][C:26]4[CH:27]=[CH:28][C:29]([C:32]([OH:41])([C:33]([F:34])([F:35])[F:36])[C:37]([F:38])([F:39])[F:40])=[CH:30][CH:31]=4)[CH2:16]3)[CH3:20])=[O:13])=[CH:21][CH:22]=2)[CH2:2][CH2:3]1, predict the reactants needed to synthesize it. The reactants are: [CH:1]1([CH2:4][NH:5][C:6](=[O:23])[NH:7][C:8]2[CH:22]=[CH:21][C:11]([C:12]([N:14]([CH3:20])[CH:15]3[CH2:19][CH2:18][NH:17][CH2:16]3)=[O:13])=[CH:10][CH:9]=2)[CH2:3][CH2:2]1.Br[CH2:25][C:26]1[CH:31]=[CH:30][C:29]([C:32]([OH:41])([C:37]([F:40])([F:39])[F:38])[C:33]([F:36])([F:35])[F:34])=[CH:28][CH:27]=1.C(=O)([O-])[O-].[K+].[K+]. (3) Given the product [F:38][C:21]([F:20])([F:37])[C:22]([CH2:5][C:4]1[C:6]2[C:11](=[CH:10][CH:9]=[CH:8][CH:7]=2)[N:1]=[CH:2][CH:3]=1)([OH:36])[CH2:23][C:24]1([CH3:35])[C:33]2[C:28](=[CH:29][CH:30]=[C:31]([F:34])[CH:32]=2)[O:27][CH2:26][CH2:25]1, predict the reactants needed to synthesize it. The reactants are: [N:1]1[C:11]2[C:6](=[CH:7][CH:8]=[CH:9][CH:10]=2)[C:4]([CH3:5])=[CH:3][CH:2]=1.C([N-]C(C)C)(C)C.[Li+].[F:20][C:21]([F:38])([F:37])[C:22](=[O:36])[CH2:23][C:24]1([CH3:35])[C:33]2[C:28](=[CH:29][CH:30]=[C:31]([F:34])[CH:32]=2)[O:27][CH2:26][CH2:25]1. (4) Given the product [N+:23]([C:20]1[CH:19]=[CH:18][C:17]([C:12]2[CH:11]=[C:10]3[C:15]([CH2:16][N:8]([C:3]4([C:4]([O:6][CH3:7])=[O:5])[CH2:31][CH2:30][CH2:29]4)[C:9]3=[O:26])=[CH:14][CH:13]=2)=[CH:22][CH:21]=1)([O-:25])=[O:24], predict the reactants needed to synthesize it. The reactants are: CC(C)[C@H:3]([N:8]1[CH2:16][C:15]2[C:10](=[CH:11][C:12]([C:17]3[CH:22]=[CH:21][C:20]([N+:23]([O-:25])=[O:24])=[CH:19][CH:18]=3)=[CH:13][CH:14]=2)[C:9]1=[O:26])[C:4]([O:6][CH3:7])=[O:5].Br[CH2:29][C:30]1C=CC(C2C=CC([N+]([O-])=O)=CC=2)=C[C:31]=1C(OC)=O.Cl.NC1(C(OC)=O)CCC1. (5) Given the product [CH:1]1([C:4]2[CH:9]=[CH:8][C:7]([CH:18]=[O:19])=[CH:6][CH:5]=2)[CH2:3][CH2:2]1, predict the reactants needed to synthesize it. The reactants are: [CH:1]1([C:4]2[CH:9]=[CH:8][C:7](Br)=[CH:6][CH:5]=2)[CH2:3][CH2:2]1.C([Li])(C)(C)C.CN(C)[CH:18]=[O:19].[Cl-].[NH4+]. (6) Given the product [C:1]([C:5]1[CH:10]=[CH:9][C:8]([C:11]2[N:12]=[CH:13][N:14]=[C:15]([O:28][C:25]3[CH:26]=[CH:27][C:21]4[S:20][C:19]([CH3:18])=[N:23][C:22]=4[CH:24]=3)[CH:16]=2)=[CH:7][CH:6]=1)([CH3:4])([CH3:3])[CH3:2], predict the reactants needed to synthesize it. The reactants are: [C:1]([C:5]1[CH:10]=[CH:9][C:8]([C:11]2[CH:16]=[C:15](Cl)[N:14]=[CH:13][N:12]=2)=[CH:7][CH:6]=1)([CH3:4])([CH3:3])[CH3:2].[CH3:18][C:19]1[S:20][C:21]2[CH:27]=[CH:26][C:25]([OH:28])=[CH:24][C:22]=2[N:23]=1.[H-].[Na+].